This data is from Reaction yield outcomes from USPTO patents with 853,638 reactions. The task is: Predict the reaction yield, written as a fraction of the theoretical maximum amount of product (1.0 means a 100% yield; for example, 0.34 means a 34% yield). (1) The reactants are [C:1]([O:5][C:6]([N:8]1[CH2:13][CH2:12][CH:11]([CH2:14][CH2:15][CH2:16][C:17]#[N:18])[CH2:10][CH2:9]1)=[O:7])([CH3:4])([CH3:3])[CH3:2].O.[OH-].[Li+]. The catalyst is O1CCOCC1.O.[Ni]. The product is [C:1]([O:5][C:6]([N:8]1[CH2:13][CH2:12][CH:11]([CH2:14][CH2:15][CH2:16][CH2:17][NH2:18])[CH2:10][CH2:9]1)=[O:7])([CH3:4])([CH3:3])[CH3:2]. The yield is 0.540. (2) The reactants are F[C:2]1[N:7]2[CH:8]=[C:9]([CH2:11][N:12]3[C@H:25]4[C@H:16]([CH2:17][CH2:18][C:19]5[C:24]4=[N:23][CH:22]=[CH:21][CH:20]=5)[CH2:15][CH2:14][CH2:13]3)[N:10]=[C:6]2[CH:5]=[CH:4][CH:3]=1.[CH3:26][N:27]1[CH2:32][CH2:31][CH:30]([NH2:33])[CH2:29][CH2:28]1. The catalyst is CS(C)=O. The product is [N:12]1([CH2:11][C:9]2[N:10]=[C:6]3[CH:5]=[CH:4][CH:3]=[C:2]([NH:33][CH:30]4[CH2:31][CH2:32][N:27]([CH3:26])[CH2:28][CH2:29]4)[N:7]3[CH:8]=2)[C@H:25]2[C@H:16]([CH2:17][CH2:18][C:19]3[C:24]2=[N:23][CH:22]=[CH:21][CH:20]=3)[CH2:15][CH2:14][CH2:13]1. The yield is 0.730. (3) The reactants are C(OC([NH:11][CH:12]1[N:18]=[C:17]([C:19]2[CH:24]=[CH:23][CH:22]=[CH:21][C:20]=2[F:25])[C:16]2[CH:26]=[CH:27][CH:28]=[C:29]([CH3:30])[C:15]=2[N:14]([CH2:31][C:32]([C:34]2[CH:39]=[CH:38][CH:37]=[CH:36][C:35]=2[N+:40]([O-:42])=[O:41])=[O:33])[C:13]1=[O:43])=O)C1C=CC=CC=1.[BrH:44].O. The catalyst is C(O)(=O)C. The product is [BrH:44].[NH2:11][CH:12]1[N:18]=[C:17]([C:19]2[CH:24]=[CH:23][CH:22]=[CH:21][C:20]=2[F:25])[C:16]2[CH:26]=[CH:27][CH:28]=[C:29]([CH3:30])[C:15]=2[N:14]([CH2:31][C:32]([C:34]2[CH:39]=[CH:38][CH:37]=[CH:36][C:35]=2[N+:40]([O-:42])=[O:41])=[O:33])[C:13]1=[O:43]. The yield is 0.818. (4) The reactants are [Cl:1][C:2]1[CH:7]=[CH:6][C:5]([CH:8]([CH2:13]O)[C:9]([O:11][CH3:12])=[O:10])=[CH:4][CH:3]=1.CS(Cl)(=O)=O. The catalyst is C(Cl)Cl. The product is [Cl:1][C:2]1[CH:3]=[CH:4][C:5]([C:8](=[CH2:13])[C:9]([O:11][CH3:12])=[O:10])=[CH:6][CH:7]=1. The yield is 0.850. (5) The reactants are [C:1]([N:4]1[CH2:9][CH2:8][CH:7]([C:10]([CH3:15])([CH3:14])[C:11]([OH:13])=O)[CH2:6][CH2:5]1)(=[O:3])[CH3:2].S(Cl)(Cl)=O.[F:20][C:21]1[CH:22]=[C:23]([C:28]2[CH:29]=[CH:30][C:31]([NH2:34])=[N:32][CH:33]=2)[CH:24]=[C:25]([F:27])[CH:26]=1. The catalyst is C(Cl)Cl. The product is [C:1]([N:4]1[CH2:5][CH2:6][CH:7]([C:10]([CH3:15])([CH3:14])[C:11]([NH:34][C:31]2[CH:30]=[CH:29][C:28]([C:23]3[CH:24]=[C:25]([F:27])[CH:26]=[C:21]([F:20])[CH:22]=3)=[CH:33][N:32]=2)=[O:13])[CH2:8][CH2:9]1)(=[O:3])[CH3:2]. The yield is 0.110. (6) The catalyst is CN(C)C1C=CN=CC=1.C(#N)C. The reactants are [F:1][C:2]([F:19])([F:18])[CH:3]1[CH2:9][CH2:8][N:7]([C:10]2[CH:17]=[CH:16][CH:15]=[CH:14][C:11]=2[CH:12]=[O:13])[CH2:6][CH2:5][NH:4]1.[C:20](O[C:20]([O:22][C:23]([CH3:26])([CH3:25])[CH3:24])=[O:21])([O:22][C:23]([CH3:26])([CH3:25])[CH3:24])=[O:21]. The yield is 0.330. The product is [C:23]([O:22][C:20]([N:4]1[CH:3]([C:2]([F:1])([F:18])[F:19])[CH2:9][CH2:8][N:7]([C:10]2[CH:17]=[CH:16][CH:15]=[CH:14][C:11]=2[CH:12]=[O:13])[CH2:6][CH2:5]1)=[O:21])([CH3:26])([CH3:25])[CH3:24]. (7) The reactants are FC(F)(F)S(OS(C(F)(F)F)(=O)=O)(=O)=O.[Si:16]([O:23][CH2:24][C:25]1([CH2:39][O:40][Si:41]([C:44]([CH3:47])([CH3:46])[CH3:45])([CH3:43])[CH3:42])[O:30][C:29]2[CH:31]=[CH:32][C:33]([N+:35]([O-:37])=[O:36])=[CH:34][C:28]=2[NH:27][C:26]1=O)([C:19]([CH3:22])([CH3:21])[CH3:20])([CH3:18])[CH3:17].[N-:48]=[N+:49]=[N-:50].[Na+]. The catalyst is CC#N. The product is [Si:41]([O:40][CH2:39][C:25]1([CH2:24][O:23][Si:16]([C:19]([CH3:20])([CH3:21])[CH3:22])([CH3:17])[CH3:18])[O:30][C:29]2[CH:31]=[CH:32][C:33]([N+:35]([O-:37])=[O:36])=[CH:34][C:28]=2[N:27]2[N:48]=[N:49][N:50]=[C:26]12)([C:44]([CH3:45])([CH3:46])[CH3:47])([CH3:43])[CH3:42]. The yield is 0.490. (8) The reactants are CN(C(ON1N=NC2C=CC=NC1=2)=[N+](C)C)C.F[P-](F)(F)(F)(F)F.CCN(C(C)C)C(C)C.[CH2:34]([O:41][N:42]1[C:48](=[O:49])[N:47]2[CH2:50][C@H:43]1[CH2:44][CH2:45][C@H:46]2[C:51]([OH:53])=O)[C:35]1[CH:40]=[CH:39][CH:38]=[CH:37][CH:36]=1.[NH:54]([C:56](=[O:69])[CH2:57][CH:58]1[CH2:61][N:60]([C:62]([O:64][C:65]([CH3:68])([CH3:67])[CH3:66])=[O:63])[CH2:59]1)[NH2:55]. The catalyst is C(Cl)Cl. The product is [CH2:34]([O:41][N:42]1[C:48](=[O:49])[N:47]2[CH2:50][C@H:43]1[CH2:44][CH2:45][C@H:46]2[C:51]([NH:55][NH:54][C:56](=[O:69])[CH2:57][CH:58]1[CH2:61][N:60]([C:62]([O:64][C:65]([CH3:67])([CH3:66])[CH3:68])=[O:63])[CH2:59]1)=[O:53])[C:35]1[CH:36]=[CH:37][CH:38]=[CH:39][CH:40]=1. The yield is 0.930. (9) The reactants are [CH2:1]([N:8]1[C:16]2[C:11](=[N:12][C:13]([N:17](C(OC(C)(C)C)=O)[NH:18][C:19](OC(C)(C)C)=O)=[CH:14][CH:15]=2)[CH:10]=[CH:9]1)[C:2]1[CH:7]=[CH:6][CH:5]=[CH:4][CH:3]=1.[C:33](O)(=O)C. No catalyst specified. The product is [CH2:1]([N:8]1[C:16]2[CH:15]=[CH:14][C:13]3[N:12]([C:19]([CH3:33])=[N:18][N:17]=3)[C:11]=2[CH:10]=[CH:9]1)[C:2]1[CH:3]=[CH:4][CH:5]=[CH:6][CH:7]=1. The yield is 0.650.